This data is from Reaction yield outcomes from USPTO patents with 853,638 reactions. The task is: Predict the reaction yield, written as a fraction of the theoretical maximum amount of product (1.0 means a 100% yield; for example, 0.34 means a 34% yield). (1) The reactants are Br[CH2:2][C:3]1[C:8]([N+:9]([O-:11])=[O:10])=[CH:7][CH:6]=[CH:5][N:4]=1.[CH3:12][C:13]1[CH:18]=[C:17]([CH3:19])[CH:16]=[CH:15][C:14]=1[OH:20]. No catalyst specified. The product is [CH3:12][C:13]1[CH:18]=[C:17]([CH3:19])[CH:16]=[CH:15][C:14]=1[O:20][CH2:2][C:3]1[C:8]([N+:9]([O-:11])=[O:10])=[CH:7][CH:6]=[CH:5][N:4]=1. The yield is 0.780. (2) The reactants are [CH3:1][C:2]([CH3:14])([S:4]([NH:6][C:7]([CH3:13])([CH3:12])[C:8](=[N:10][OH:11])[NH2:9])=[O:5])[CH3:3].[CH2:15](OC(OCC)OCC)C. The catalyst is CC(O)=O. The product is [O:11]1[CH:15]=[N:9][C:8]([C:7]([NH:6][S:4]([C:2]([CH3:14])([CH3:1])[CH3:3])=[O:5])([CH3:13])[CH3:12])=[N:10]1. The yield is 0.720. (3) The reactants are [CH3:1][O:2][C:3]1[CH:8]=[CH:7][C:6]([NH:9][C:10]2[C:22]3[C:21]4[C:16](=[CH:17][CH:18]=[CH:19][CH:20]=4)[NH:15][C:14]=3[N:13]=[C:12]([NH:23]C(=O)C(C)(C)C)[N:11]=2)=[CH:5][CH:4]=1.[OH-].[Na+].C(Cl)(Cl)Cl.CO. The catalyst is CO. The product is [CH3:1][O:2][C:3]1[CH:4]=[CH:5][C:6]([NH:9][C:10]2[C:22]3[C:21]4[C:16](=[CH:17][CH:18]=[CH:19][CH:20]=4)[NH:15][C:14]=3[N:13]=[C:12]([NH2:23])[N:11]=2)=[CH:7][CH:8]=1. The yield is 0.640.